Predict the reaction yield, written as a fraction of the theoretical maximum amount of product (1.0 means a 100% yield; for example, 0.34 means a 34% yield). From a dataset of Reaction yield outcomes from USPTO patents with 853,638 reactions. The reactants are [Cl:1][C:2]1[CH:9]=[CH:8][C:5]([CH:6]=O)=[CH:4][CH:3]=1.[Cl:10][C:11]1[CH:17]=[C:16]([Cl:18])[CH:15]=[CH:14][C:12]=1[NH2:13].C(O[BH-](OC(=O)C)OC(=O)C)(=O)C.[Na+].C(O)(=O)C.[C:37](O)(=[O:57])[CH2:38][CH2:39][CH2:40]/[CH:41]=[CH:42]\[CH2:43]/[CH:44]=[CH:45]\[CH2:46]/[CH:47]=[CH:48]\[CH2:49]/[CH:50]=[CH:51]\[CH2:52][CH2:53][CH2:54][CH2:55][CH3:56].C(Cl)(=O)C(Cl)=O. The catalyst is C(Cl)Cl.CN(C=O)C.ClCCCl. The product is [Cl:1][C:2]1[CH:9]=[CH:8][C:5]([CH2:6][N:13]([C:12]2[CH:14]=[CH:15][C:16]([Cl:18])=[CH:17][C:11]=2[Cl:10])[C:37](=[O:57])[CH2:38][CH2:39][CH2:40][CH:41]=[CH:42][CH2:43][CH:44]=[CH:45][CH2:46][CH:47]=[CH:48][CH2:49][CH:50]=[CH:51][CH2:52][CH2:53][CH2:54][CH2:55][CH3:56])=[CH:4][CH:3]=1. The yield is 0.910.